This data is from Forward reaction prediction with 1.9M reactions from USPTO patents (1976-2016). The task is: Predict the product of the given reaction. (1) The product is: [Cl:27][C:24]1[CH:25]=[CH:26][C:21]([CH:2]([N:28]2[CH:32]=[CH:31][N:30]=[CH:29]2)[C:3]2[CH:4]=[CH:5][C:6]3[NH:12][C:11](=[O:13])[CH2:10][N:9]=[C:8]([C:14]4[CH:19]=[CH:18][CH:17]=[CH:16][CH:15]=4)[C:7]=3[CH:20]=2)=[CH:22][CH:23]=1. Given the reactants Cl[CH:2]([C:21]1[CH:26]=[CH:25][C:24]([Cl:27])=[CH:23][CH:22]=1)[C:3]1[CH:4]=[CH:5][C:6]2[NH:12][C:11](=[O:13])[CH2:10][N:9]=[C:8]([C:14]3[CH:19]=[CH:18][CH:17]=[CH:16][CH:15]=3)[C:7]=2[CH:20]=1.[NH:28]1[CH:32]=[CH:31][N:30]=[CH:29]1.C([O-])([O-])=O.[K+].[K+], predict the reaction product. (2) Given the reactants [CH3:1][O-].[Na+].Cl.[CH3:5][C:6]1[C:14]2[C:9](=[CH:10][C:11]([NH2:15])=[CH:12][CH:13]=2)[NH:8][N:7]=1.C=O.[BH4-].[Na+].[OH-].[Na+], predict the reaction product. The product is: [CH3:1][NH:15][C:11]1[CH:10]=[C:9]2[C:14]([C:6]([CH3:5])=[N:7][NH:8]2)=[CH:13][CH:12]=1. (3) Given the reactants [C@@H:1]1([NH2:8])[CH2:6][CH2:5][CH2:4][CH2:3][C@H:2]1[NH2:7].[C:9]1(=[O:19])N[C:12](=[O:14])[C:11]2=[CH:15][CH:16]=[CH:17][CH:18]=[C:10]12, predict the reaction product. The product is: [NH2:7][C@@H:2]1[CH2:3][CH2:4][CH2:5][CH2:6][C@H:1]1[N:8]1[C:12](=[O:14])[C:11]2[C:10](=[CH:18][CH:17]=[CH:16][CH:15]=2)[C:9]1=[O:19]. (4) Given the reactants Br[C:2]1[CH:15]=[CH:14][C:13]2[C:4](=[C:5]([C:22]3[CH:27]=[CH:26][CH:25]=[CH:24][CH:23]=3)[C:6]3[C:11]([C:12]=2[C:16]2[CH:21]=[CH:20][CH:19]=[CH:18][CH:17]=2)=[CH:10][CH:9]=[CH:8][CH:7]=3)[CH:3]=1.C([Li])CCC.[B:33](OCC)([O:37]CC)[O:34]CC.Cl, predict the reaction product. The product is: [C:16]1([C:12]2[C:11]3[C:6]([C:5]([C:4]4[CH:13]=[CH:14][CH:15]=[CH:2][CH:3]=4)=[C:22]4[C:23]=2[CH:24]=[C:25]([B:33]([OH:37])[OH:34])[CH:26]=[CH:27]4)=[CH:7][CH:8]=[CH:9][CH:10]=3)[CH:21]=[CH:20][CH:19]=[CH:18][CH:17]=1. (5) Given the reactants [C:1]1([NH:7][C:8](=O)[CH2:9][CH3:10])[CH:6]=[CH:5][CH:4]=[CH:3][CH:2]=1.N1C=CC=CC=1.P(Cl)(Cl)([Cl:20])=O, predict the reaction product. The product is: [C:1]1([N:7]=[C:8]([Cl:20])[CH2:9][CH3:10])[CH:6]=[CH:5][CH:4]=[CH:3][CH:2]=1. (6) Given the reactants [CH3:1][O:2][C:3](=[O:17])[CH2:4][C:5]1[CH:10]=[C:9]([OH:11])[CH:8]=[C:7]([O:12][CH2:13][CH2:14][CH2:15][CH3:16])[CH:6]=1.N1C=CC=CC=1.[F:24][C:25]([F:38])([F:37])[S:26](O[S:26]([C:25]([F:38])([F:37])[F:24])(=[O:28])=[O:27])(=[O:28])=[O:27].Cl, predict the reaction product. The product is: [CH3:1][O:2][C:3](=[O:17])[CH2:4][C:5]1[CH:10]=[C:9]([O:11][S:26]([C:25]([F:38])([F:37])[F:24])(=[O:28])=[O:27])[CH:8]=[C:7]([O:12][CH2:13][CH2:14][CH2:15][CH3:16])[CH:6]=1. (7) Given the reactants [Br:1][C:2]1[CH:7]=[CH:6][C:5](/[CH:8]=[CH:9]/[C:10]([N:12]2[CH2:17][CH2:16][O:15][CH2:14][CH2:13]2)=[O:11])=[CH:4][CH:3]=1, predict the reaction product. The product is: [Br:1][C:2]1[CH:7]=[CH:6][C:5]([CH2:8][CH2:9][C:10]([N:12]2[CH2:13][CH2:14][O:15][CH2:16][CH2:17]2)=[O:11])=[CH:4][CH:3]=1.